Task: Predict which catalyst facilitates the given reaction.. Dataset: Catalyst prediction with 721,799 reactions and 888 catalyst types from USPTO Reactant: Cl.[O:2]1[C:7]2([CH2:12][CH2:11][N:10]([C:13]([O:15][C:16]([CH3:19])([CH3:18])[CH3:17])=[O:14])[CH2:9][CH2:8]2)[CH2:6][NH:5][CH2:4][CH2:3]1.[S:20]1[C:24]([C:25]([OH:27])=O)=[CH:23][CH:22]=[C:21]1[C:28]([OH:30])=[O:29].[CH2:31](N(CC)CC)C.CN(C(ON1N=NC2C=CC=NC1=2)=[N+](C)C)C.F[P-](F)(F)(F)(F)F. Product: [CH3:31][O:30][C:28]([C:21]1[S:20][C:24]([C:25]([N:5]2[CH2:6][C:7]3([CH2:12][CH2:11][N:10]([C:13]([O:15][C:16]([CH3:19])([CH3:18])[CH3:17])=[O:14])[CH2:9][CH2:8]3)[O:2][CH2:3][CH2:4]2)=[O:27])=[CH:23][CH:22]=1)=[O:29]. The catalyst class is: 3.